This data is from Full USPTO retrosynthesis dataset with 1.9M reactions from patents (1976-2016). The task is: Predict the reactants needed to synthesize the given product. (1) Given the product [F:22][C:23]1([C:26]([OH:40])([CH2:27][C:28]([C:31]2[CH:36]=[C:35]([F:37])[CH:34]=[CH:33][C:32]=2[O:38][CH3:39])([CH3:30])[CH3:29])[CH2:1][C:2]2[NH:10][C:5]3=[CH:6][N:7]=[CH:8][CH:9]=[C:4]3[CH:3]=2)[CH2:24][CH2:25]1, predict the reactants needed to synthesize it. The reactants are: [CH3:1][C:2]1[NH:10][C:5]2=[CH:6][N:7]=[CH:8][CH:9]=[C:4]2[CH:3]=1.[Li]CCCC.C(O[K])(C)(C)C.[F:22][C:23]1([C:26](=[O:40])[CH2:27][C:28]([C:31]2[CH:36]=[C:35]([F:37])[CH:34]=[CH:33][C:32]=2[O:38][CH3:39])([CH3:30])[CH3:29])[CH2:25][CH2:24]1. (2) Given the product [CH2:23]1[C:24]2[C:29](=[CH:28][CH:27]=[CH:26][CH:25]=2)[CH2:30][CH2:31][N:22]1[CH2:21][CH:20]([OH:32])[CH2:19][NH:18][C:13](=[O:15])[CH2:12][O:11][C:1]1[C:10]2[CH2:9][CH2:8][CH2:7][CH2:6][C:5]=2[CH:4]=[CH:3][CH:2]=1, predict the reactants needed to synthesize it. The reactants are: [C:1]1([O:11][CH2:12][C:13]([O:15]CC)=O)[C:10]2[CH2:9][CH2:8][CH2:7][CH2:6][C:5]=2[CH:4]=[CH:3][CH:2]=1.[NH2:18][CH2:19][CH:20]([OH:32])[CH2:21][N:22]1[CH2:31][CH2:30][C:29]2[C:24](=[CH:25][CH:26]=[CH:27][CH:28]=2)[CH2:23]1. (3) Given the product [CH2:13]([O:12][C:8](=[O:11])[C:9]1[CH:10]=[CH:4][N:3]=[C:2]([CH3:1])[C:6]=1[CH3:7])[CH3:14], predict the reactants needed to synthesize it. The reactants are: [CH3:1][C:2]1[N:3]=[CH:4]O[C:6]=1[CH3:7].[C:8]([O:12][CH2:13][CH3:14])(=[O:11])[CH:9]=[CH2:10].C1(C=CC(O)=CC=1)O. (4) Given the product [CH3:26][O:25][C:23]1[C:22]([CH3:27])=[CH:21][C:20]2[C:10]3([CH2:17][O:18][C:19]=2[CH:24]=1)[C:11]1[C:16](=[CH:15][CH:14]=[CH:13][CH:12]=1)[NH:8][C:9]3=[O:28], predict the reactants needed to synthesize it. The reactants are: C1(C(C2C=CC=CC=2)[N:8]2[C:16]3[C:11](=[CH:12][CH:13]=[CH:14][CH:15]=3)[C:10]3([C:20]4[CH:21]=[C:22]([CH3:27])[C:23]([O:25][CH3:26])=[CH:24][C:19]=4[O:18][CH2:17]3)[C:9]2=[O:28])C=CC=CC=1.C([SiH](CC)CC)C. (5) The reactants are: [NH2:1][C:2]1[C:11]2[CH:10]=[CH:9][CH:8]=[C:7](Br)[C:6]=2[N:5]=[C:4]2[CH2:13][N:14]([CH:17]3[CH2:19][CH2:18]3)[C:15](=[O:16])[C:3]=12.[F:20][C:21]1[CH:26]=[CH:25][CH:24]=[C:23]([F:27])[C:22]=1B(O)O. Given the product [NH2:1][C:2]1[C:11]2[CH:10]=[CH:9][CH:8]=[C:7]([C:22]3[C:21]([F:20])=[CH:26][CH:25]=[CH:24][C:23]=3[F:27])[C:6]=2[N:5]=[C:4]2[CH2:13][N:14]([CH:17]3[CH2:19][CH2:18]3)[C:15](=[O:16])[C:3]=12, predict the reactants needed to synthesize it. (6) Given the product [NH2:24][C:6]1[CH:5]=[CH:4][C:3]([O:2][CH3:1])=[CH:8][C:7]=1[NH:9][S:10]([C:13]1[CH:23]=[CH:22][C:16]([O:17][CH2:18][C:19]([NH2:21])=[O:20])=[CH:15][CH:14]=1)(=[O:12])=[O:11], predict the reactants needed to synthesize it. The reactants are: [CH3:1][O:2][C:3]1[CH:4]=[CH:5][C:6]([N+:24]([O-])=O)=[C:7]([NH:9][S:10]([C:13]2[CH:23]=[CH:22][C:16]([O:17][CH2:18][C:19]([NH2:21])=[O:20])=[CH:15][CH:14]=2)(=[O:12])=[O:11])[CH:8]=1.[H][H]. (7) Given the product [C:2]1([C:1]([C:8]2[CH:9]=[CH:10][CH:11]=[CH:12][CH:13]=2)=[N:14][N:15]=[C:18]([CH3:20])[C:17]([F:22])([F:21])[F:16])[CH:7]=[CH:6][CH:5]=[CH:4][CH:3]=1, predict the reactants needed to synthesize it. The reactants are: [C:1](=[N:14][NH2:15])([C:8]1[CH:13]=[CH:12][CH:11]=[CH:10][CH:9]=1)[C:2]1[CH:7]=[CH:6][CH:5]=[CH:4][CH:3]=1.[F:16][C:17]([F:22])([F:21])[C:18]([CH3:20])=O.